Dataset: Catalyst prediction with 721,799 reactions and 888 catalyst types from USPTO. Task: Predict which catalyst facilitates the given reaction. Reactant: [F:1][C:2]1[CH:7]=[C:6]([F:8])[CH:5]=[CH:4][C:3]=1[N:9]1[CH:13]=[C:12]([C:14]2[CH:19]=[CH:18][N:17]=[C:16](S(C)(=O)=O)[N:15]=2)[CH:11]=[N:10]1.[CH:24]1([NH2:30])[CH2:29][CH2:28][CH2:27][CH2:26][CH2:25]1. Product: [CH:24]1([NH:30][C:16]2[N:15]=[C:14]([C:12]3[CH:11]=[N:10][N:9]([C:3]4[CH:4]=[CH:5][C:6]([F:8])=[CH:7][C:2]=4[F:1])[CH:13]=3)[CH:19]=[CH:18][N:17]=2)[CH2:29][CH2:28][CH2:27][CH2:26][CH2:25]1. The catalyst class is: 16.